From a dataset of Full USPTO retrosynthesis dataset with 1.9M reactions from patents (1976-2016). Predict the reactants needed to synthesize the given product. (1) Given the product [OH:1][CH2:2][CH2:3][CH2:4][CH2:5][NH:6][C:7]([C:9]1[CH2:10][O:19][C:12]2[C:17]([CH:18]=1)=[CH:16][CH:15]=[CH:14][CH:13]=2)=[O:8], predict the reactants needed to synthesize it. The reactants are: [OH:1][CH2:2][CH2:3][CH2:4][CH2:5][NH:6][C:7]([C:9]1[CH2:10]S[C:12]2[C:17]([CH:18]=1)=[CH:16][CH:15]=[CH:14][CH:13]=2)=[O:8].[O:19]1C2C(=CC=CC=2)C=C(C(O)=O)C1. (2) Given the product [F:41][C:37]1[CH:36]=[C:35]([C:34]#[C:33][C:29]2[NH:30][O:31][CH:32]3[NH:25][CH2:26][CH2:27][C:28]=23)[CH:40]=[CH:39][CH:38]=1, predict the reactants needed to synthesize it. The reactants are: ClC1C=C(C#CC2NOC3NCCC=23)C=CC=1.C(OC([N:25]1[CH:32]2[CH:28]([C:29]([C:33]#[C:34][C:35]3[CH:40]=[CH:39][CH:38]=[C:37]([F:41])[CH:36]=3)=[N:30][O:31]2)[CH2:27][CH2:26]1)=O)(C)(C)C. (3) Given the product [C:1]1([C:7]2[C:11]([C:12]3[CH:13]=[CH:14][CH:15]=[CH:16][CH:17]=3)=[C:10]([S:18][CH2:20][C:21]#[N:22])[NH:9][N:8]=2)[CH:2]=[CH:3][CH:4]=[CH:5][CH:6]=1, predict the reactants needed to synthesize it. The reactants are: [C:1]1([C:7]2[CH:11]([C:12]3[CH:17]=[CH:16][CH:15]=[CH:14][CH:13]=3)[C:10](=[S:18])[NH:9][N:8]=2)[CH:6]=[CH:5][CH:4]=[CH:3][CH:2]=1.Br[CH2:20][C:21]#[N:22].C([O-])([O-])=O.[K+].[K+].O. (4) Given the product [NH:1]1[C:9]2[C:4](=[CH:5][C:6]([NH:10][C:11]3[C:20]4[C:15](=[CH:16][CH:17]=[CH:18][CH:19]=4)[N:14]=[C:13]([C:21]4[CH:22]=[C:23]([CH:29]=[CH:30][CH:31]=4)[O:24][CH2:25][C:26]([NH:49][CH:50]4[CH2:55][CH2:54][CH2:53][CH2:52][CH2:51]4)=[O:27])[N:12]=3)=[CH:7][CH:8]=2)[CH:3]=[N:2]1, predict the reactants needed to synthesize it. The reactants are: [NH:1]1[C:9]2[C:4](=[CH:5][C:6]([NH:10][C:11]3[C:20]4[C:15](=[CH:16][CH:17]=[CH:18][CH:19]=4)[N:14]=[C:13]([C:21]4[CH:22]=[C:23]([CH:29]=[CH:30][CH:31]=4)[O:24][CH2:25][C:26](O)=[O:27])[N:12]=3)=[CH:7][CH:8]=2)[CH:3]=[N:2]1.C1CN([P+](O[N:49]2N=N[C:51]3[CH:52]=[CH:53][CH:54]=[CH:55][C:50]2=3)(N2CCCC2)N2CCCC2)CC1.F[P-](F)(F)(F)(F)F.CCN(C(C)C)C(C)C.C1(N)CCCCC1. (5) Given the product [C:1]([C:3]1[CH:8]=[CH:7][CH:6]=[CH:5][C:4]=1[NH:9][C:10]1[N:29]=[C:13]2[CH:14]=[N:15][C:16]([C:18]3[CH:19]=[C:20]([CH:26]=[CH:27][CH:28]=3)[C:21]([OH:23])=[O:22])=[CH:17][N:12]2[N:11]=1)#[N:2], predict the reactants needed to synthesize it. The reactants are: [C:1]([C:3]1[CH:8]=[CH:7][CH:6]=[CH:5][C:4]=1[NH:9][C:10]1[N:29]=[C:13]2[CH:14]=[N:15][C:16]([C:18]3[CH:19]=[C:20]([CH:26]=[CH:27][CH:28]=3)[C:21]([O:23]CC)=[O:22])=[CH:17][N:12]2[N:11]=1)#[N:2].[OH-].[Na+].Cl. (6) Given the product [OH-:10].[NH4+:15].[NH2:29][CH2:28][C:16]1[N:15]([CH2:14][CH2:13][CH2:12][CH2:11][O:10][Si:3]([C:6]([CH3:9])([CH3:7])[CH3:8])([CH3:5])[CH3:4])[C:27]2[C:26]3[CH:25]=[CH:24][CH:23]=[CH:22][C:21]=3[N:20]=[C:19]([NH2:1])[C:18]=2[N:17]=1, predict the reactants needed to synthesize it. The reactants are: [NH2:1]N.[Si:3]([O:10][CH2:11][CH2:12][CH2:13][CH2:14][N:15]1[C:27]2[C:26]3[CH:25]=[CH:24][CH:23]=[CH:22][C:21]=3[N:20]=[CH:19][C:18]=2[N:17]=[C:16]1[CH2:28][N:29]1C(=O)C2C(=CC=CC=2)C1=O)([C:6]([CH3:9])([CH3:8])[CH3:7])([CH3:5])[CH3:4].